From a dataset of Full USPTO retrosynthesis dataset with 1.9M reactions from patents (1976-2016). Predict the reactants needed to synthesize the given product. (1) Given the product [Cl:11][C:12]1[N:19]=[C:18]([Cl:20])[C:17]([C:5]([F:8])([F:7])[F:6])=[CH:16][C:13]=1[C:14]#[N:15], predict the reactants needed to synthesize it. The reactants are: [F-].[K+].C[Si](C)(C)[C:5]([F:8])([F:7])[F:6].[Cl:11][C:12]1[N:19]=[C:18]([Cl:20])[C:17](I)=[CH:16][C:13]=1[C:14]#[N:15].N. (2) Given the product [S:32]([OH:36])([OH:35])(=[O:34])=[O:33].[OH:1][CH:2]1[O:10][C@H:9]([CH2:11][OH:12])[C@@H:7]([OH:8])[C@H:5]([OH:6])[C@H:3]1[NH2:4].[CH3:15][N:14]([CH2:16][CH:17]1[C:22]([OH:31])([C:23]2[CH:28]=[C:27]([O:29][CH3:30])[CH:26]=[CH:25][CH:24]=2)[CH2:21][CH2:20][CH2:19][CH2:18]1)[CH3:13], predict the reactants needed to synthesize it. The reactants are: [OH:1][CH:2]1[O:10][C@H:9]([CH2:11][OH:12])[C@@H:7]([OH:8])[C@H:5]([OH:6])[C@H:3]1[NH2:4].[CH3:13][N:14]([CH2:16][CH:17]1[C:22]([OH:31])([C:23]2[CH:28]=[C:27]([O:29][CH3:30])[CH:26]=[CH:25][CH:24]=2)[CH2:21][CH2:20][CH2:19][CH2:18]1)[CH3:15].[S:32]([OH:36])([OH:35])(=[O:34])=[O:33].OC1O[C@H](CO)[C@@H](O)[C@H](O)[C@H]1N.CN(CC1C(O)(C2C=C(OC)C=CC=2)CCCC1)C.Cl. (3) Given the product [C:25]([O:28][CH2:29][C:30]1[C:31]([N:46]2[CH2:58][CH2:57][N:49]3[C:50]4[CH2:51][CH2:52][CH2:53][CH2:54][C:55]=4[CH:56]=[C:48]3[C:47]2=[O:59])=[CH:32][C:33]([F:45])=[CH:34][C:35]=1[C:2]1[CH:3]=[C:4]([NH:10][C:11]2[CH:16]=[CH:15][C:14]([N:17]3[CH2:22][CH2:21][N:20]([CH3:23])[CH2:19][C@H:18]3[CH3:24])=[CH:13][N:12]=2)[C:5](=[O:9])[N:6]([CH3:8])[CH:7]=1)(=[O:27])[CH3:26], predict the reactants needed to synthesize it. The reactants are: Br[C:2]1[CH:3]=[C:4]([NH:10][C:11]2[CH:16]=[CH:15][C:14]([N:17]3[CH2:22][CH2:21][N:20]([CH3:23])[CH2:19][C@H:18]3[CH3:24])=[CH:13][N:12]=2)[C:5](=[O:9])[N:6]([CH3:8])[CH:7]=1.[C:25]([O:28][CH2:29][C:30]1[C:35](B2OC(C)(C)C(C)(C)O2)=[CH:34][C:33]([F:45])=[CH:32][C:31]=1[N:46]1[CH2:58][CH2:57][N:49]2[C:50]3[CH2:51][CH2:52][CH2:53][CH2:54][C:55]=3[CH:56]=[C:48]2[C:47]1=[O:59])(=[O:27])[CH3:26].C([O-])([O-])=O.[Na+].[Na+].